This data is from Full USPTO retrosynthesis dataset with 1.9M reactions from patents (1976-2016). The task is: Predict the reactants needed to synthesize the given product. (1) Given the product [Cl:1][C:2]1[N:3]=[C:4]([Cl:18])[C:5]2[N:10]([CH2:30][C:29]3[CH:32]=[CH:33][C:34]([C:36]([F:39])([F:38])[F:37])=[CH:35][C:28]=3[N+:25]([O-:27])=[O:26])[C:9]([C:11]3[CH:16]=[CH:15][CH:14]=[C:13]([CH3:17])[CH:12]=3)=[CH:8][C:6]=2[N:7]=1, predict the reactants needed to synthesize it. The reactants are: [Cl:1][C:2]1[N:3]=[C:4]([Cl:18])[C:5]2[NH:10][C:9]([C:11]3[CH:12]=[C:13]([CH3:17])[CH:14]=[CH:15][CH:16]=3)=[CH:8][C:6]=2[N:7]=1.C(=O)([O-])[O-].[K+].[K+].[N+:25]([C:28]1[CH:35]=[C:34]([C:36]([F:39])([F:38])[F:37])[CH:33]=[CH:32][C:29]=1[CH2:30]Br)([O-:27])=[O:26]. (2) Given the product [Si:15]([O:14][CH2:13][CH2:12][NH:10][CH3:9])([C:28]([CH3:30])([CH3:31])[CH3:29])([C:22]1[CH:23]=[CH:24][CH:25]=[CH:26][CH:27]=1)[C:16]1[CH:17]=[CH:18][CH:19]=[CH:20][CH:21]=1, predict the reactants needed to synthesize it. The reactants are: C(O[C:9](=O)[N:10]([CH2:12][CH2:13][O:14][Si:15]([C:28]([CH3:31])([CH3:30])[CH3:29])([C:22]1[CH:27]=[CH:26][CH:25]=[CH:24][CH:23]=1)[C:16]1[CH:21]=[CH:20][CH:19]=[CH:18][CH:17]=1)C)C1C=CC=CC=1. (3) Given the product [NH:34]1[C:42]2[C:37](=[CH:38][CH:39]=[CH:40][CH:41]=2)[C:36]([C:2]2[N:3]=[C:4]([N:21]3[CH2:26][CH2:25][O:24][CH2:23][CH2:22]3)[C:5]3[S:10][C:9]([CH2:11][N:12]4[CH2:17][CH2:16][CH:15]([N:18]([CH3:20])[CH3:19])[CH2:14][CH2:13]4)=[CH:8][C:6]=3[N:7]=2)=[CH:35]1, predict the reactants needed to synthesize it. The reactants are: Cl[C:2]1[N:3]=[C:4]([N:21]2[CH2:26][CH2:25][O:24][CH2:23][CH2:22]2)[C:5]2[S:10][C:9]([CH2:11][N:12]3[CH2:17][CH2:16][CH:15]([N:18]([CH3:20])[CH3:19])[CH2:14][CH2:13]3)=[CH:8][C:6]=2[N:7]=1.C([N:34]1[C:42]2[C:37](=[CH:38][CH:39]=[CH:40][CH:41]=2)[C:36](B(O)O)=[CH:35]1)(OC(C)(C)C)=O.C(=O)([O-])[O-].[Na+].[Na+]. (4) Given the product [Br:12][C:4]1[NH:3][C:2]([CH3:1])=[C:6]([C:7]([O:9][CH2:10][CH3:11])=[O:8])[CH:5]=1, predict the reactants needed to synthesize it. The reactants are: [CH3:1][C:2]1[NH:3][CH:4]=[CH:5][C:6]=1[C:7]([O:9][CH2:10][CH3:11])=[O:8].[Br:12]N1C(=O)CCC1=O.O. (5) The reactants are: [C:1]([O:5][C:6](=[O:39])[C@@H:7]([NH:13][C:14](=[O:38])[CH2:15][CH2:16][CH2:17][CH2:18][CH2:19][CH2:20][CH2:21][CH2:22][CH2:23][CH2:24][CH2:25][CH2:26][CH2:27][CH2:28][CH2:29][CH2:30][C:31]([O:33][C:34]([CH3:37])([CH3:36])[CH3:35])=[O:32])[CH2:8][CH2:9][C:10]([OH:12])=[O:11])([CH3:4])([CH3:3])[CH3:2].N1C=CC=CC=1.FC(F)(F)C(O[C:51]1[C:56]([F:57])=[C:55]([F:58])[C:54]([F:59])=[C:53]([F:60])[C:52]=1[F:61])=O. Given the product [C:34]([O:33][C:31](=[O:32])[CH2:30][CH2:29][CH2:28][CH2:27][CH2:26][CH2:25][CH2:24][CH2:23][CH2:22][CH2:21][CH2:20][CH2:19][CH2:18][CH2:17][CH2:16][CH2:15][C:14]([NH:13][C@@H:7]([CH2:8][CH2:9][C:10]([O:12][C:51]1[C:52]([F:61])=[C:53]([F:60])[C:54]([F:59])=[C:55]([F:58])[C:56]=1[F:57])=[O:11])[C:6]([O:5][C:1]([CH3:4])([CH3:2])[CH3:3])=[O:39])=[O:38])([CH3:37])([CH3:36])[CH3:35], predict the reactants needed to synthesize it. (6) Given the product [Cl:1][C:2]1[CH:3]=[C:4]([CH:18]=[CH:19][C:20]=1[Cl:21])[CH2:5][NH:6][C:7]1[CH:8]=[CH:9][C:10]2[N:11]([C:13]([NH:17][C:28](=[O:31])[CH2:29][CH3:30])=[C:14]([CH3:16])[N:15]=2)[N:12]=1, predict the reactants needed to synthesize it. The reactants are: [Cl:1][C:2]1[CH:3]=[C:4]([CH:18]=[CH:19][C:20]=1[Cl:21])[CH2:5][NH:6][C:7]1[CH:8]=[CH:9][C:10]2[N:11]([C:13]([NH2:17])=[C:14]([CH3:16])[N:15]=2)[N:12]=1.N1C=CC=CC=1.[C:28](O[C:28](=[O:31])[CH2:29][CH3:30])(=[O:31])[CH2:29][CH3:30].